This data is from Full USPTO retrosynthesis dataset with 1.9M reactions from patents (1976-2016). The task is: Predict the reactants needed to synthesize the given product. (1) The reactants are: C([N:3]([CH2:6][CH3:7])CC)C.CCCP(=O)=O.[Br:14][C:15]1[CH:16]=C[C:18]([O:23][C:24]([F:27])([F:26])[F:25])=[C:19]([CH:22]=1)C=O.Cl.ON.C(=O)(O)[O-].[Na+]. Given the product [Br:14][C:15]1[CH:22]=[CH:19][C:18]([O:23][C:24]([F:25])([F:26])[F:27])=[C:7]([CH:16]=1)[C:6]#[N:3], predict the reactants needed to synthesize it. (2) The reactants are: [CH:1]1([SH:6])[CH2:5][CH2:4][CH2:3][CH2:2]1.[H-].[Na+].[NH2:9][C:10]1[C:15](Br)=[N:14][C:13]([C:17]2[CH:22]=[CH:21][CH:20]=[CH:19][CH:18]=2)=[CH:12][N:11]=1. Given the product [NH2:9][C:10]1[C:15]([S:6][CH:1]2[CH2:5][CH2:4][CH2:3][CH2:2]2)=[N:14][C:13]([C:17]2[CH:22]=[CH:21][CH:20]=[CH:19][CH:18]=2)=[CH:12][N:11]=1, predict the reactants needed to synthesize it. (3) Given the product [CH3:47][O:48][C:49](=[O:58])[C:50]1[CH:55]=[CH:54][C:53]([NH:56][C:44]([C:41]2[CH:42]=[C:43]3[C:38]([CH:37]=[CH:36][CH:35]=[N:34]3)=[CH:39][CH:40]=2)=[O:46])=[CH:52][C:51]=1[Cl:57], predict the reactants needed to synthesize it. The reactants are: F[P-](F)(F)(F)(F)F.Br[P+](N1CCCC1)(N1CCCC1)N1CCCC1.C(N(C(C)C)CC)(C)C.[N:34]1[C:43]2[C:38](=[CH:39][CH:40]=[C:41]([C:44]([OH:46])=O)[CH:42]=2)[CH:37]=[CH:36][CH:35]=1.[CH3:47][O:48][C:49](=[O:58])[C:50]1[CH:55]=[CH:54][C:53]([NH2:56])=[CH:52][C:51]=1[Cl:57]. (4) Given the product [Cl:15][C:16]1[CH:21]=[CH:20][CH:19]=[C:18]([F:22])[C:17]=1[C:2]1[C:11]([CH2:12][S:46][C:47]2[N:55]=[CH:54][N:53]=[C:52]3[C:48]=2[NH:49][CH:50]=[N:51]3)=[CH:10][C:9]2[C:4](=[C:5]([CH3:14])[CH:6]=[CH:7][CH:8]=2)[N:3]=1, predict the reactants needed to synthesize it. The reactants are: Cl[C:2]1[C:11]([CH2:12]O)=[CH:10][C:9]2[C:4](=[C:5]([CH3:14])[CH:6]=[CH:7][CH:8]=2)[N:3]=1.[Cl:15][C:16]1[CH:21]=[CH:20][CH:19]=[C:18]([F:22])[C:17]=1B(O)O.[O-]P([O-])([O-])=O.[K+].[K+].[K+].F.[K].P(Br)(Br)Br.C([O-])([O-])=O.[K+].[K+].[SH:46][C:47]1[N:55]=[CH:54][N:53]=[C:52]2[C:48]=1[NH:49][CH:50]=[N:51]2. (5) Given the product [NH2:17][C:11]1[C:12]([OH:16])=[CH:13][CH:14]=[CH:15][C:10]=1[C:9]([NH:8][C:5]1[CH:4]=[CH:3][C:2]([Br:1])=[CH:7][N:6]=1)=[O:20], predict the reactants needed to synthesize it. The reactants are: [Br:1][C:2]1[CH:3]=[CH:4][C:5]([NH:8][C:9](=[O:20])[C:10]2[CH:15]=[CH:14][CH:13]=[C:12]([OH:16])[C:11]=2[N+:17]([O-])=O)=[N:6][CH:7]=1.[Cl-].[NH4+]. (6) Given the product [CH:1]1([C:4]2[N:5]([C:14]3[CH:15]=[CH:16][C:17]([O:18][CH2:19][CH2:20][CH2:21][N:22]4[CH2:23][CH2:24][CH2:25][CH2:26]4)=[CH:27][CH:28]=3)[C:6]3[C:11]([CH:12]=2)=[CH:10][CH:9]=[CH:8][CH:7]=3)[CH2:3][CH2:2]1, predict the reactants needed to synthesize it. The reactants are: [CH:1]1([C:4]2[NH:5][C:6]3[C:11]([CH:12]=2)=[CH:10][CH:9]=[CH:8][CH:7]=3)[CH2:3][CH2:2]1.I[C:14]1[CH:28]=[CH:27][C:17]([O:18][CH2:19][CH2:20][CH2:21][N:22]2[CH2:26][CH2:25][CH2:24][CH2:23]2)=[CH:16][CH:15]=1.P([O-])([O-])([O-])=O.[K+].[K+].[K+].CN(C)CCN.